Dataset: Full USPTO retrosynthesis dataset with 1.9M reactions from patents (1976-2016). Task: Predict the reactants needed to synthesize the given product. (1) The reactants are: [CH2:1]([O:4][C:5]1[CH:12]=[CH:11][C:8]([C:9]#N)=[C:7]([F:13])[CH:6]=1)[CH:2]=[CH2:3].[H-].C([Al+]CC(C)C)C(C)C.C1C[O:27]CC1. Given the product [CH2:1]([O:4][C:5]1[CH:12]=[CH:11][C:8]([CH:9]=[O:27])=[C:7]([F:13])[CH:6]=1)[CH:2]=[CH2:3], predict the reactants needed to synthesize it. (2) Given the product [C:1]([NH:4][CH:5]([CH2:14][C:15]1[CH:20]=[CH:19][CH:18]=[C:17]([C:21]#[N:22])[CH:16]=1)[C:6]([O:8][CH2:9][CH3:10])=[O:7])(=[O:3])[CH3:2], predict the reactants needed to synthesize it. The reactants are: [C:1]([NH:4][C:5]([CH2:14][C:15]1[CH:20]=[CH:19][CH:18]=[C:17]([C:21]#[N:22])[CH:16]=1)(C([O-])=O)[C:6]([O:8][CH2:9][CH3:10])=[O:7])(=[O:3])[CH3:2].[I-].[Li+].CN(C)C=O.O. (3) Given the product [Cl:8][C:7]1[C:2]([C:33]2[S:37][CH:36]=[N:35][CH:34]=2)=[C:3]2[CH:11]=[C:10]([C:12]3[CH:13]=[N:14][N:15]([CH3:17])[CH:16]=3)[N:9]([S:18]([C:21]3[CH:22]=[CH:23][C:24]([CH3:25])=[CH:26][CH:27]=3)(=[O:19])=[O:20])[C:4]2=[N:5][CH:6]=1, predict the reactants needed to synthesize it. The reactants are: Cl[C:2]1[C:7]([Cl:8])=[CH:6][N:5]=[C:4]2[N:9]([S:18]([C:21]3[CH:27]=[CH:26][C:24]([CH3:25])=[CH:23][CH:22]=3)(=[O:20])=[O:19])[C:10]([C:12]3[CH:13]=[N:14][N:15]([CH3:17])[CH:16]=3)=[CH:11][C:3]=12.C([Sn](CCCC)(CCCC)[C:33]1[S:37][CH:36]=[N:35][CH:34]=1)CCC.O. (4) Given the product [C:1]([C:3]1[CH:4]=[C:5]2[C:9](=[CH:10][CH:11]=1)[N:8]([CH:12]1[CH2:17][CH2:16][CH2:15][CH2:14][O:13]1)[N:7]=[C:6]2[C:18]1[CH:19]=[C:20]([NH:24][C:25]([CH:27]2[CH2:32][CH2:31][N:30]([C:33]([O:35][C:36]([CH3:39])([CH3:38])[CH3:37])=[O:34])[CH2:29][CH2:28]2)=[O:26])[CH:21]=[CH:22][CH:23]=1)(=[O:40])[NH2:2], predict the reactants needed to synthesize it. The reactants are: [C:1]([C:3]1[CH:4]=[C:5]2[C:9](=[CH:10][CH:11]=1)[N:8]([CH:12]1[CH2:17][CH2:16][CH2:15][CH2:14][O:13]1)[N:7]=[C:6]2[C:18]1[CH:19]=[C:20]([NH:24][C:25]([CH:27]2[CH2:32][CH2:31][N:30]([C:33]([O:35][C:36]([CH3:39])([CH3:38])[CH3:37])=[O:34])[CH2:29][CH2:28]2)=[O:26])[CH:21]=[CH:22][CH:23]=1)#[N:2].[OH:40]O.[OH-].[Na+].Cl.